This data is from Catalyst prediction with 721,799 reactions and 888 catalyst types from USPTO. The task is: Predict which catalyst facilitates the given reaction. Reactant: [CH2:1]([O:8][C:9]1[CH:10]=[C:11]2[C:16](=[C:17]([NH:19][C:20](=[O:34])[CH2:21][CH2:22][CH2:23][CH2:24][CH2:25][NH:26]C(=O)OC(C)(C)C)[CH:18]=1)[N:15]=[CH:14][CH:13]=[CH:12]2)[C:2]1[CH:7]=[CH:6][CH:5]=[CH:4][CH:3]=1.[ClH:35]. Product: [ClH:35].[NH2:26][CH2:25][CH2:24][CH2:23][CH2:22][CH2:21][C:20]([NH:19][C:17]1[CH:18]=[C:9]([O:8][CH2:1][C:2]2[CH:7]=[CH:6][CH:5]=[CH:4][CH:3]=2)[CH:10]=[C:11]2[C:16]=1[N:15]=[CH:14][CH:13]=[CH:12]2)=[O:34]. The catalyst class is: 12.